This data is from Drug-target binding data from BindingDB using Ki measurements. The task is: Regression. Given a target protein amino acid sequence and a drug SMILES string, predict the binding affinity score between them. We predict pKi (pKi = -log10(Ki in M); higher means stronger inhibition). Dataset: bindingdb_ki. (1) The compound is O=C(O)CCC/C=C\C[C@@H]1C(NS(=O)(=O)c2ccccc2)C2CC[C@@H]1C2. The target protein (P36423) has sequence MEVLGLLKFEVSGTIVTVTLLVALLALLKWYSMSAFSRLEKLGIRHPKPSPFVGNLMFFRQGFWESQLELRERYGPLCGYYLGRRMHVVISEPDMIKQVLVENFSNFSNRMASGLEPKMVADSVLLLRDRRWEEVRGALMSSFSPEKLDEMTPLISQACELLVAHLKRYAASRDAFNIQRCYCCYTIDVVASVAFGTQVDSQNSPEDPFVQHCRRASTFCIPRPLLVLILSFPSIMVPLARILPNKNRDELNGFFNTLIRNVIALRDQQAAEERRRDFLQMVLDAQHSMNSVGVEGFDMVPESLSSSECTKEPPQRCHPTSTSKPFTVDEIVGQAFLFLIAGHEVITNTLSFITYLLATHPDCQERLLKEVDLFMGKHPAPEYHSLQEGLPYLDMVISETLRMYPPAFRFTREAAQDCEVLGQRIPAGTVLEIAVGALHHDPEHWPNPETFDPERFTAEARLQRRPFTYLPFGAGPRSCLGVRLGLLVVKLTILQVLHKF.... The pKi is 9.1. (2) The compound is CCC(=O)NCC1CCCc2ccc(OC)cc21. The target protein (P51050) has sequence GNAFVVSLALADLVVALYPYPLVLLAIFHNGWTLGEMHCKVSGFVMGLSVIGSIFNITAIAINRYCYICHSFAYDKVYSCWNTMLYVSLIWVLTVIATVPNFFVGSLKYDPRIYSCTFVQTASSYYTIAVVVIHFIVPITVVSFCYLRIWVLVLQVRRRVKSETKPRLKPSDFRNFLTMFVVFVIFAFCWAPLNFIGLAVAINPSEMAPKVPEWLFIISYFMAYFNSCLNAIIYGLLNQNFRNEYKRILMSLWMPRLFFQDTSKGGTDGQKSKPSPALNNNDQMKTDTL. The pKi is 6.0. (3) The small molecule is CCCCCC(=O)OCCCCN(O)C(=O)COP(=O)(O)O. The target protein (Q9URB4) has sequence MAPPAVLSKSGVIYGKDVKDLFDYAQEKGFAIPAINVTSSSTVVAALEAARDNKAPIILQTSQGGAAYFAGKGVDNKDQAASIAGSIAAAHYIRAIAPTYGIPVVLHTDHCAKKLLPWFDGMLKADEEFFAKTGTPLFSSHMLDLSEETDDENIATCAKYFERMAKMGQWLEMEIGITGGEEDGVNNEHVEKDALYTSPETVFAVYESLHKISPNFSIAAAFGNVHGVYKPGNVQLRPEILGDHQVYAKKQIGTDAKHPLYLVFHGGSGSTQEEFNTAIKNGVVKVNLDTDCQYAYLTGIRDYVTNKIEYLKAPVGNPEGADKPNKKYFDPRVWVREGEKTMSKRIAEALDIFHTKGQL. The pKi is 6.6. (4) The small molecule is Cc1cccc2c1C(=O)N(c1cccc(O)c1)C2=O. The target protein (Q834R3) has sequence MEEAYLALGKKILEEGHFKEDRTGTGTYSLFGYQMRFDLAKGFPLLTTKRVPFGLIKSELLWFLKGDTNIRYLLERNNHIWDEWAFERYVKSADYQGPDMTDFGHRVLQDPAFAEQYKEEHQKFCDAILNDAEFAEKYGELGNIYGAQWRHWETKDGSFIDQLANVIEMIKTNPDSRRLIVSAWNPEDVPSMALPPCHTMFQFYVNEGKLSCQLYQRSADVFLGVPFNIASYALLTHLIAHETGLEVGEFVHTLGDAHLYQNHVEQMQEQLSREVRSFPTLVLNPDKASVFDFDMEDIKVEGYDPHPTIKAPIAV. The pKi is 4.2.